This data is from Catalyst prediction with 721,799 reactions and 888 catalyst types from USPTO. The task is: Predict which catalyst facilitates the given reaction. (1) Reactant: [CH3:1][CH:2]1[CH2:11][C:10]2[C:5](=[CH:6][CH:7]=[C:8]([CH2:12][CH2:13][N:14]3[CH2:19][CH2:18][N:17](C(OC(C)(C)C)=O)[CH2:16][CH2:15]3)[CH:9]=2)[C:4](=[O:27])[O:3]1.[ClH:28]. Product: [ClH:28].[CH3:1][CH:2]1[CH2:11][C:10]2[C:5](=[CH:6][CH:7]=[C:8]([CH2:12][CH2:13][N:14]3[CH2:15][CH2:16][NH:17][CH2:18][CH2:19]3)[CH:9]=2)[C:4](=[O:27])[O:3]1. The catalyst class is: 12. (2) The catalyst class is: 2. Product: [C:17]1([S:16][C:14]([CH:11]2[CH2:10][CH2:9][NH:8][CH2:13][CH2:12]2)=[O:15])[CH:18]=[CH:19][CH:20]=[CH:21][CH:22]=1. Reactant: C(OC([N:8]1[CH2:13][CH2:12][CH:11]([C:14]([S:16][C:17]2[CH:22]=[CH:21][CH:20]=[CH:19][CH:18]=2)=[O:15])[CH2:10][CH2:9]1)=O)(C)(C)C.C(O)(C(F)(F)F)=O. (3) Reactant: CC1(C)C2[C:23](=C(P(C3C=CC=CC=3)C3C=CC=CC=3)C=CC=2)[O:22]C2C(P(C3C=CC=CC=3)C3C=CC=CC=3)=CC=CC1=2.Br[C:44]1[CH:49]=[CH:48][C:47]([CH:50]2[S:56][CH2:55][CH:54]([CH3:57])[NH:53][C:52]3[N:58]([CH2:67][CH3:68])[N:59]=[C:60]([C:61]4[CH:66]=[CH:65][CH:64]=[CH:63][N:62]=4)[C:51]2=3)=[C:46]([CH3:69])[CH:45]=1.C(O)(=O)C(O)=O.C([NH:78]N)C.BrC1C=CC(C=O)=C(C)C=1.SCC(=O)C.N#N. Product: [CH2:67]([N:58]1[C:52]2[NH:53][CH:54]([CH3:57])[CH2:55][S:56][CH:50]([C:47]3[CH:48]=[CH:49][C:44]([C:23]([NH2:78])=[O:22])=[CH:45][C:46]=3[CH3:69])[C:51]=2[C:60]([C:61]2[CH:66]=[CH:65][CH:64]=[CH:63][N:62]=2)=[N:59]1)[CH3:68]. The catalyst class is: 231. (4) The catalyst class is: 27. Product: [CH2:2]([O:4][C:5](=[O:14])[CH2:6][CH2:7][CH2:8][CH2:9][CH2:10][CH2:11][C:12]([O:17][CH2:15][CH3:16])=[NH:13])[CH3:3]. Reactant: Cl.[CH2:2]([O:4][C:5](=[O:14])[CH2:6][CH2:7][CH2:8][CH2:9][CH2:10][CH2:11][C:12]#[N:13])[CH3:3].[CH2:15]([OH:17])[CH3:16]. (5) Reactant: C(N(CC)CC)C.[Br:8][C:9]1[C:10]([CH2:19]Br)=[C:11]([CH:16]=[CH:17][CH:18]=1)[C:12]([O:14]C)=O.Cl.[C:22]([O:26][C:27](=[O:35])[C@H:28]([CH2:30][CH2:31][C:32](=[O:34])[NH2:33])[NH2:29])([CH3:25])([CH3:24])[CH3:23]. Product: [Br:8][C:9]1[CH:18]=[CH:17][CH:16]=[C:11]2[C:10]=1[CH2:19][N:29]([CH:28]([CH2:30][CH2:31][C:32](=[O:34])[NH2:33])[C:27]([O:26][C:22]([CH3:25])([CH3:23])[CH3:24])=[O:35])[C:12]2=[O:14]. The catalyst class is: 1. (6) Reactant: [NH2:1][CH2:2][CH2:3][NH:4][CH2:5][CH2:6][NH:7][C:8]([O:10][C:11]([CH3:14])([CH3:13])[CH3:12])=[O:9].CS[C:17](SC)=[CH:18][N+:19]([O-:21])=[O:20].C(N(CC)CC)C. Product: [C:11]([O:10][C:8]([NH:7][CH2:6][CH2:5][N:4]1[CH2:3][CH2:2][NH:1][C:17]1=[CH:18][N+:19]([O-:21])=[O:20])=[O:9])([CH3:14])([CH3:13])[CH3:12]. The catalyst class is: 10. (7) Reactant: [C:1]([O:18][CH2:19][C@H:20]([OH:29])[C@H:21]1[O:26][C:24](=[O:25])[C:23]([OH:27])=[C:22]1[OH:28])(=[O:17])[CH2:2][CH2:3][CH2:4][CH2:5][CH2:6][CH2:7][CH2:8][CH2:9][CH2:10][CH2:11][CH2:12][CH2:13][CH2:14][CH2:15][CH3:16].C1(C)C=CC=CC=1.[CH3:37][C:38]([O:41][C:42](O[C:42]([O:41][C:38]([CH3:40])([CH3:39])[CH3:37])=[O:43])=[O:43])([CH3:40])[CH3:39]. Product: [C:1]([O:18][CH2:19][C@@H:20]([C@@H:21]1[C:22]([OH:28])=[C:23]([O:27][C:42]([O:41][C:38]([CH3:40])([CH3:39])[CH3:37])=[O:43])[C:24](=[O:25])[O:26]1)[OH:29])(=[O:17])[CH2:2][CH2:3][CH2:4][CH2:5][CH2:6][CH2:7][CH2:8][CH2:9][CH2:10][CH2:11][CH2:12][CH2:13][CH2:14][CH2:15][CH3:16]. The catalyst class is: 17. (8) Reactant: Cl.[Cl:2][C:3]1[CH:4]=[C:5]([C:9]2[N:10]=[C:11]([N:14]3[CH2:19][CH2:18][N:17](C(OC(C)(C)C)=O)[CH2:16][CH2:15]3)[S:12][CH:13]=2)[CH:6]=[CH:7][CH:8]=1. Product: [Cl:2][C:3]1[CH:4]=[C:5]([C:9]2[N:10]=[C:11]([N:14]3[CH2:15][CH2:16][NH:17][CH2:18][CH2:19]3)[S:12][CH:13]=2)[CH:6]=[CH:7][CH:8]=1. The catalyst class is: 13. (9) Reactant: [CH3:1][O:2][C:3]1[CH:4]=[C:5]2[C:10](=[CH:11][C:12]=1[O:13][CH3:14])[N:9]=[CH:8][CH:7]=[C:6]2[O:15][C:16]1[C:22]([CH3:23])=[CH:21][C:19]([NH2:20])=[C:18]([CH3:24])[CH:17]=1.Cl[C:26](Cl)([O:28]C(=O)OC(Cl)(Cl)Cl)Cl.[CH3:37][CH2:38][CH2:39][CH:40]([OH:44])[CH2:41][CH2:42][CH3:43].C(=O)(O)[O-].[Na+]. Product: [CH3:1][O:2][C:3]1[CH:4]=[C:5]2[C:10](=[CH:11][C:12]=1[O:13][CH3:14])[N:9]=[CH:8][CH:7]=[C:6]2[O:15][C:16]1[C:22]([CH3:23])=[CH:21][C:19]([NH:20][C:26](=[O:28])[O:44][CH:40]([CH2:41][CH2:42][CH3:43])[CH2:39][CH2:38][CH3:37])=[C:18]([CH3:24])[CH:17]=1. The catalyst class is: 208.